This data is from Full USPTO retrosynthesis dataset with 1.9M reactions from patents (1976-2016). The task is: Predict the reactants needed to synthesize the given product. Given the product [CH3:11][O:10][C:5]1[N:4]=[CH:3][C:2]([B:15]2[O:16][C:17]([CH3:19])([CH3:18])[C:13]([CH3:29])([CH3:12])[O:14]2)=[CH:9][C:6]=1[C:7]#[N:8], predict the reactants needed to synthesize it. The reactants are: Br[C:2]1[CH:3]=[N:4][C:5]([O:10][CH3:11])=[C:6]([CH:9]=1)[C:7]#[N:8].[CH3:12][C:13]1([CH3:29])[C:17]([CH3:19])([CH3:18])[O:16][B:15]([B:15]2[O:16][C:17]([CH3:19])([CH3:18])[C:13]([CH3:29])([CH3:12])[O:14]2)[O:14]1.C([O-])(=O)C.[K+].